Dataset: Forward reaction prediction with 1.9M reactions from USPTO patents (1976-2016). Task: Predict the product of the given reaction. (1) Given the reactants [CH3:1][O:2][C:3]1[CH:4]=[C:5]([N:12]([CH3:23])[C:13](=[O:22])[CH2:14][N:15]2[CH2:20][CH2:19]N(C)[CH2:17][CH2:16]2)[CH:6]=[CH:7][C:8]=1[N+:9]([O-:11])=[O:10].ClCC(N(C1C=CC([N+]([O-])=O)=C(OC)C=1)C)=[O:27].N1CCOCC1.CN1CCNCC1, predict the reaction product. The product is: [CH3:1][O:2][C:3]1[CH:4]=[C:5]([N:12]([CH3:23])[C:13](=[O:22])[CH2:14][N:15]2[CH2:20][CH2:19][O:27][CH2:17][CH2:16]2)[CH:6]=[CH:7][C:8]=1[N+:9]([O-:11])=[O:10]. (2) Given the reactants C([O:8][N:9]1[C:15](=[O:16])[N:14]2[CH2:17][C@H:10]1[CH2:11][CH2:12][C@@H:13]2[C:18]([NH:20][NH:21][C:22](=[O:27])[C:23]([F:26])([F:25])[F:24])=[O:19])C1C=CC=CC=1.[H][H], predict the reaction product. The product is: [OH:8][N:9]1[C:15](=[O:16])[N:14]2[CH2:17][C@H:10]1[CH2:11][CH2:12][C@@H:13]2[C:18]([NH:20][NH:21][C:22](=[O:27])[C:23]([F:26])([F:24])[F:25])=[O:19]. (3) The product is: [Cl:26][C:27]1[CH:32]=[CH:31][CH:30]=[C:29]([Cl:33])[C:28]=1[NH:34][C:35]([NH:1][CH:2]([CH2:7][C:8]1[CH:9]=[C:10]2[C:15](=[CH:16][CH:17]=1)[N:14]=[C:13]([C:18]1[C:23]([Cl:24])=[CH:22][CH:21]=[CH:20][C:19]=1[Cl:25])[CH:12]=[CH:11]2)[C:3]([O:5][CH3:6])=[O:4])=[O:36]. Given the reactants [NH2:1][CH:2]([CH2:7][C:8]1[CH:9]=[C:10]2[C:15](=[CH:16][CH:17]=1)[N:14]=[C:13]([C:18]1[C:23]([Cl:24])=[CH:22][CH:21]=[CH:20][C:19]=1[Cl:25])[CH:12]=[CH:11]2)[C:3]([O:5][CH3:6])=[O:4].[Cl:26][C:27]1[CH:32]=[CH:31][CH:30]=[C:29]([Cl:33])[C:28]=1[N:34]=[C:35]=[O:36], predict the reaction product. (4) The product is: [Cl:24][C:20]1[CH:19]=[C:18]([NH:17][C:16]([N:13]2[CH2:14][CH2:15][C:10]3[NH:9][N:8]=[C:7]([C:32]4[CH:33]=[CH:34][C:29]([F:28])=[CH:30][CH:31]=4)[C:11]=3[CH2:12]2)=[O:25])[CH:23]=[CH:22][CH:21]=1. Given the reactants FC(F)(F)S(O[C:7]1[C:11]2[CH2:12][N:13]([C:16](=[O:25])[NH:17][C:18]3[CH:23]=[CH:22][CH:21]=[C:20]([Cl:24])[CH:19]=3)[CH2:14][CH2:15][C:10]=2[NH:9][N:8]=1)(=O)=O.[F:28][C:29]1[CH:34]=[CH:33][C:32](B(O)O)=[CH:31][CH:30]=1.[O-]P([O-])([O-])=O.[K+].[K+].[K+].O, predict the reaction product. (5) Given the reactants B(Br)(Br)Br.[Br:5][C:6]1[CH:29]=[C:28]([O:30]C)[C:27]([O:32]C)=[CH:26][C:7]=1[CH:8]=[C:9]1[C:13](=[O:14])[N:12]([C:15]2[CH:20]=[C:19]([Cl:21])[CH:18]=[C:17]([Cl:22])[CH:16]=2)[N:11]=[C:10]1[CH:23]([CH3:25])[CH3:24].O, predict the reaction product. The product is: [Br:5][C:6]1[CH:29]=[C:28]([OH:30])[C:27]([OH:32])=[CH:26][C:7]=1[CH:8]=[C:9]1[C:13](=[O:14])[N:12]([C:15]2[CH:16]=[C:17]([Cl:22])[CH:18]=[C:19]([Cl:21])[CH:20]=2)[N:11]=[C:10]1[CH:23]([CH3:25])[CH3:24]. (6) Given the reactants [H-].[Na+].[CH3:3][C:4]1[N:5]([NH:22][CH:23]=[NH:24])[CH:6]=[C:7]([C:9]2[CH:10]=[N:11][N:12]([CH3:21])[C:13]=2[C:14]2[CH:19]=[CH:18][C:17]([CH3:20])=[CH:16][CH:15]=2)[N:8]=1.[C:25](N1C=CN=C1)(N1C=CN=C1)=[O:26], predict the reaction product. The product is: [CH3:3][C:4]1[N:5]2[C:6]([C:25](=[O:26])[NH:24][CH:23]=[N:22]2)=[C:7]([C:9]2[CH:10]=[N:11][N:12]([CH3:21])[C:13]=2[C:14]2[CH:15]=[CH:16][C:17]([CH3:20])=[CH:18][CH:19]=2)[N:8]=1.